This data is from TCR-epitope binding with 47,182 pairs between 192 epitopes and 23,139 TCRs. The task is: Binary Classification. Given a T-cell receptor sequence (or CDR3 region) and an epitope sequence, predict whether binding occurs between them. (1) The epitope is IQYIDIGNY. The TCR CDR3 sequence is CASSLERGAYNEQFF. Result: 0 (the TCR does not bind to the epitope). (2) The epitope is FLRGRAYGL. Result: 0 (the TCR does not bind to the epitope). The TCR CDR3 sequence is CASSSISGSSYNEQFF. (3) The epitope is FIAGLIAIV. The TCR CDR3 sequence is CASSQGASYEQYF. Result: 0 (the TCR does not bind to the epitope). (4) The epitope is LEPLVDLPI. The TCR CDR3 sequence is CASSQDKLAENNEQFF. Result: 1 (the TCR binds to the epitope). (5) The epitope is ISDYDYYRY. The TCR CDR3 sequence is CASSETDANTEAFF. Result: 1 (the TCR binds to the epitope). (6) The epitope is AYILFTRFFYV. The TCR CDR3 sequence is CASSPVGVGEQFF. Result: 0 (the TCR does not bind to the epitope). (7) The epitope is YLDAYNMMI. The TCR CDR3 sequence is CASSYFPMNTEAFF. Result: 1 (the TCR binds to the epitope). (8) The epitope is VLWAHGFEL. The TCR CDR3 sequence is CASSQGGEQYF. Result: 1 (the TCR binds to the epitope). (9) The epitope is MMISAGFSL. The TCR CDR3 sequence is CASSRDPTLRDEQFF. Result: 1 (the TCR binds to the epitope).